This data is from B-cell epitopes from IEDB database with 3,159 antigens for binding position prediction. The task is: Token-level Classification. Given an antigen amino acid sequence, predict which amino acid positions are active epitope sites capable of antibody binding. Output is a list of indices for active positions. (1) Given the antigen sequence: LLFAIVSLVKSDQICIGYHANNSTEQVDTIMEKNVTVTHAQDILEKTHNGKLCDLDGVKPLILRDCSVAGWLLGNPMCDEFINVPEWSYIVEKANPVNDLCYPGDFNDYEELKHLLSRINHFEKIQIIPKSSWSSHEASLGVSSACPYQGKSSFFRNVVWLIKKNSTYPTIKRSYNNTNQEDLLVLWGIHHPKDAAEQTKLYQNPTTYISVGTSTLNQRLVPRIATRSKVNGQSGRMEFFWTILKPNDAINFESNGNFIAPEYAYKIVKKGDSTIMKSELEYGNCNTKCQTPMGAINSSMPFHNIHPLTIGECPKYVKSNRLVLATGLRNSPQRERRRKKRGLFGAIAGFIEGGWQGMVDGWYGYHHSNEQGSGYAADKESTQKAIDGVTNKVNSIIDKMNTQFEAVGREFNNLERRIENLNKKMEDGFLDVWTYNAELLVLMENERTLDFHDSNVKNLYDKVRLQLRDNAKELGNGCFEFYHKCDNECMESVRNGTYDY..., which amino acid positions are active epitope sites? The epitope positions are: [378, 379, 380, 381, 382, 383, 384, 385, 386, 387, 388, 389, 390, 391, 392, 393, 394]. The amino acids at these positions are: KESTQKAIDGVTNKVNS. (2) Given the antigen sequence: MSKTKDQRTAKTLEKTWDTLNHLLFISSCLYKLNLKSIAQITLSILAMIISTSLIIAAIIFIASANNKVTLTTAIIQDATSQIKNTTPTYLTQNPQLGISFFNLSGTTSQTTAILALTTPSVESILQSTTVKTKNTTTTQIQPSKPTTKQRQNKPPNKPNNDFHFEVFNFVPCSICSNNPTCWAICKRIPSKKPGKKTTTKPTKKPTIKTTKKDHKPQTTKPKEAPSTKPTEKPTINITKPNIRTTLLTNSTTGNLEHTSQEETLHSTSSEGNTSPSQVYTTSEYLSQPTSPSNITNQ, which amino acid positions are active epitope sites? The epitope positions are: [261, 262, 263, 264, 265, 266, 267, 268, 269, 270, 271, 272]. The amino acids at these positions are: EETLHSTSSEGN.